Dataset: Full USPTO retrosynthesis dataset with 1.9M reactions from patents (1976-2016). Task: Predict the reactants needed to synthesize the given product. (1) Given the product [CH:1]1([C:5]([NH:15][C@H:16]2[CH2:20][CH2:19][N:18]([C:21]([O:23][C:24]([CH3:27])([CH3:26])[CH3:25])=[O:22])[CH2:17]2)=[O:6])[CH2:4][CH2:3][CH2:2]1, predict the reactants needed to synthesize it. The reactants are: [CH:1]1([C:5](Cl)=[O:6])[CH2:4][CH2:3][CH2:2]1.C(N(CC)CC)C.[NH2:15][C@H:16]1[CH2:20][CH2:19][N:18]([C:21]([O:23][C:24]([CH3:27])([CH3:26])[CH3:25])=[O:22])[CH2:17]1. (2) Given the product [CH3:14][O:13][CH2:12][CH2:11][N:8]1[C:4]2=[CH:5][N:6]=[CH:7][C:2]([C:23]3[CH:28]=[CH:27][C:26]([NH2:29])=[CH:25][CH:24]=3)=[C:3]2[CH:10]=[N:9]1, predict the reactants needed to synthesize it. The reactants are: Br[C:2]1[CH:7]=[N:6][CH:5]=[C:4]2[N:8]([CH2:11][CH2:12][O:13][CH3:14])[N:9]=[CH:10][C:3]=12.CC1(C)C(C)(C)OB([C:23]2[CH:28]=[CH:27][C:26]([NH2:29])=[CH:25][CH:24]=2)O1.C1(C)C=CC=CC=1.C([O-])([O-])=O.[Na+].[Na+]. (3) Given the product [CH2:1]([O:5][CH2:6][CH2:7][O:8][C:9]1[CH:10]=[CH:11][C:12]([C:15]2[CH:16]=[CH:17][C:18]3[N:24]([CH2:25][CH2:26][CH3:27])[CH2:23][CH2:22][C:21]([C:28]([NH:30][C:31]4[CH:32]=[CH:33][C:34]([S:37]([CH2:38][C:39]5[N:43]([CH2:44][CH2:45][CH3:46])[CH:42]=[N:41][N:40]=5)=[O:56])=[CH:35][CH:36]=4)=[O:29])=[CH:20][C:19]=3[CH:47]=2)=[CH:13][CH:14]=1)[CH2:2][CH2:3][CH3:4], predict the reactants needed to synthesize it. The reactants are: [CH2:1]([O:5][CH2:6][CH2:7][O:8][C:9]1[CH:14]=[CH:13][C:12]([C:15]2[CH:16]=[CH:17][C:18]3[N:24]([CH2:25][CH2:26][CH3:27])[CH2:23][CH2:22][C:21]([C:28]([NH:30][C:31]4[CH:36]=[CH:35][C:34]([S:37][CH2:38][C:39]5[N:43]([CH2:44][CH2:45][CH3:46])[CH:42]=[N:41][N:40]=5)=[CH:33][CH:32]=4)=[O:29])=[CH:20][C:19]=3[CH:47]=2)=[CH:11][CH:10]=1)[CH2:2][CH2:3][CH3:4].ClC1C=CC=C(C(OO)=[O:56])C=1.S([O-])([O-])(=O)=S.[Na+].[Na+]. (4) Given the product [CH2:17]([O:16][C:14](=[O:15])[C:13]([C:11]#[N:12])=[C:8]([C:4]1[CH:5]=[CH:6][CH:7]=[C:2]([CH3:1])[CH:3]=1)[CH3:9])[CH3:18], predict the reactants needed to synthesize it. The reactants are: [CH3:1][C:2]1[CH:3]=[C:4]([C:8](=O)[CH3:9])[CH:5]=[CH:6][CH:7]=1.[C:11]([CH2:13][C:14]([O:16][CH2:17][CH3:18])=[O:15])#[N:12].C([O-])(=O)C.[NH4+]. (5) Given the product [Cl:11][C:9]1[CH:8]=[C:4]([CH:3]=[C:2]([C:16]2[CH:15]=[CH:14][C:13]([F:12])=[CH:18][C:17]=2[F:19])[N:10]=1)[C:5]([OH:7])=[O:6], predict the reactants needed to synthesize it. The reactants are: Cl[C:2]1[CH:3]=[C:4]([CH:8]=[C:9]([Cl:11])[N:10]=1)[C:5]([OH:7])=[O:6].[F:12][C:13]1[CH:18]=[C:17]([F:19])[CH:16]=[CH:15][C:14]=1B(O)O.[Na].S(C1C=C(P(C2C=CC=C(S(O)(=O)=O)C=2)C2C=CC=C(S(O)(=O)=O)C=2)C=CC=1)(O)(=O)=O.C(NC(C)C)(C)C.Cl. (6) Given the product [C:22]([O:21][C:20](=[O:26])[NH:19][CH2:18][CH:17]([CH2:16][C:15]1[CH:14]=[CH:13][C:12]([O:11][CH2:10][CH2:9][O:8][C:7]2[C:6]([Cl:51])=[CH:5][C:4]([CH2:1][CH2:2][CH2:3][OH:61])=[CH:49][C:48]=2[Cl:50])=[CH:47][CH:46]=1)[C:27]([N:29]([CH2:33][C:34]1[CH:39]=[C:38]([CH2:40][CH2:41][CH2:42][O:43][CH3:44])[CH:37]=[CH:36][C:35]=1[Cl:45])[CH:30]1[CH2:32][CH2:31]1)=[O:28])([CH3:23])([CH3:25])[CH3:24], predict the reactants needed to synthesize it. The reactants are: [CH2:1]([C:4]1[CH:49]=[C:48]([Cl:50])[C:7]([O:8][CH2:9][CH2:10][O:11][C:12]2[CH:47]=[CH:46][C:15]([CH2:16][CH:17]([C:27]([N:29]([CH2:33][C:34]3[CH:39]=[C:38]([CH2:40][CH2:41][CH2:42][O:43][CH3:44])[CH:37]=[CH:36][C:35]=3[Cl:45])[CH:30]3[CH2:32][CH2:31]3)=[O:28])[CH2:18][NH:19][C:20](=[O:26])[O:21][C:22]([CH3:25])([CH3:24])[CH3:23])=[CH:14][CH:13]=2)=[C:6]([Cl:51])[CH:5]=1)[CH:2]=[CH2:3].C12BC(CCC1)CCC2.[OH-:61].[Na+].OO. (7) Given the product [OH:2][C:3]1[CH:4]=[CH:5][C:6]([O:9][C:10]2[CH:20]=[CH:19][C:13]([C:14]([O:16][CH2:17][CH3:18])=[O:15])=[CH:12][CH:11]=2)=[N:7][CH:8]=1, predict the reactants needed to synthesize it. The reactants are: C[O:2][C:3]1[CH:4]=[CH:5][C:6]([O:9][C:10]2[CH:20]=[CH:19][C:13]([C:14]([O:16][CH2:17][CH3:18])=[O:15])=[CH:12][CH:11]=2)=[N:7][CH:8]=1.B(Br)(Br)Br.C(=O)(O)[O-].[Na+]. (8) Given the product [C:1]([NH:5][C:6]1[CH:11]=[CH:10][C:9]([NH2:12])=[C:8]([O:15][CH3:16])[CH:7]=1)([CH3:4])([CH3:3])[CH3:2], predict the reactants needed to synthesize it. The reactants are: [C:1]([NH:5][C:6]1[CH:11]=[CH:10][C:9]([N+:12]([O-])=O)=[C:8]([O:15][CH3:16])[CH:7]=1)([CH3:4])([CH3:3])[CH3:2].[H][H]. (9) Given the product [CH3:1][C:2]1[S:6][C:5]([C:7]2[CH:8]=[C:9]([CH2:10][OH:11])[CH:15]=[CH:16][CH:17]=2)=[N:4][CH:3]=1, predict the reactants needed to synthesize it. The reactants are: [CH3:1][C:2]1[S:6][C:5]([C:7]2[CH:8]=[C:9]([CH:15]=[CH:16][CH:17]=2)[C:10](OCC)=[O:11])=[N:4][CH:3]=1.CC(C[AlH]CC(C)C)C.[OH-].[Na+].C([O-])(O)=O.[Na+].